From a dataset of Forward reaction prediction with 1.9M reactions from USPTO patents (1976-2016). Predict the product of the given reaction. Given the reactants C(N(CC)C(C)C)(C)C.CN(C(ON1N=NC2C=CC=NC1=2)=[N+](C)C)C.F[P-](F)(F)(F)(F)F.[CH3:34][C:35]1([CH3:45])[CH2:40][NH:39][CH:38]([C:41]([OH:44])([CH3:43])[CH3:42])[CH2:37][O:36]1.[Cl:46][C:47]1[CH:52]=[CH:51][N:50]=[C:49]([CH2:53][NH:54][C:55]2[O:56][C:57]3[C:63]([O:64][CH3:65])=[CH:62][C:61]([C:66](O)=[O:67])=[CH:60][C:58]=3[N:59]=2)[CH:48]=1, predict the reaction product. The product is: [Cl:46][C:47]1[CH:52]=[CH:51][N:50]=[C:49]([CH2:53][NH:54][C:55]2[O:56][C:57]3[C:63]([O:64][CH3:65])=[CH:62][C:61]([C:66]([N:39]4[CH:38]([C:41]([OH:44])([CH3:43])[CH3:42])[CH2:37][O:36][C:35]([CH3:45])([CH3:34])[CH2:40]4)=[O:67])=[CH:60][C:58]=3[N:59]=2)[CH:48]=1.